This data is from Reaction yield outcomes from USPTO patents with 853,638 reactions. The task is: Predict the reaction yield, written as a fraction of the theoretical maximum amount of product (1.0 means a 100% yield; for example, 0.34 means a 34% yield). (1) The reactants are [NH2:1][C:2]1[C:11]2[C:6](=[C:7](Br)[CH:8]=[CH:9][CH:10]=2)[N:5]=[N:4][C:3]=1[C:13]([NH:15][CH2:16][CH2:17][CH3:18])=[O:14].[CH3:19][O:20][C:21]1[CH:22]=[N:23][CH:24]=[C:25](B2OC(C)(C)C(C)(C)O2)[CH:26]=1. No catalyst specified. The product is [NH2:1][C:2]1[C:11]2[C:6](=[C:7]([C:25]3[CH:24]=[N:23][CH:22]=[C:21]([O:20][CH3:19])[CH:26]=3)[CH:8]=[CH:9][CH:10]=2)[N:5]=[N:4][C:3]=1[C:13]([NH:15][CH2:16][CH2:17][CH3:18])=[O:14]. The yield is 0.770. (2) The reactants are C([NH:8][C@H:9]1[CH2:13][CH2:12][CH2:11][C@H:10]1[C:14]([O:16][CH2:17][CH3:18])=[O:15])C1C=CC=CC=1. The catalyst is [Pd].C(O)C. The product is [NH2:8][C@H:9]1[CH2:13][CH2:12][CH2:11][C@H:10]1[C:14]([O:16][CH2:17][CH3:18])=[O:15]. The yield is 0.920. (3) The reactants are O[Li].O.C[O:5][C:6]([C:8]1[CH:9]=[C:10]([C:21]2[CH:26]=[CH:25][C:24]([CH3:27])=[CH:23][CH:22]=2)[CH:11]=[C:12]([C:14]2[N:18]([CH2:19][CH3:20])[N:17]=[N:16][N:15]=2)[CH:13]=1)=[O:7]. The catalyst is O.C1COCC1. The product is [CH2:19]([N:18]1[C:14]([C:12]2[CH:13]=[C:8]([C:6]([OH:7])=[O:5])[CH:9]=[C:10]([C:21]3[CH:26]=[CH:25][C:24]([CH3:27])=[CH:23][CH:22]=3)[CH:11]=2)=[N:15][N:16]=[N:17]1)[CH3:20]. The yield is 0.840.